Dataset: Catalyst prediction with 721,799 reactions and 888 catalyst types from USPTO. Task: Predict which catalyst facilitates the given reaction. (1) Product: [CH3:1][C:2]1([CH3:18])[CH2:7][CH:6]([N:42]2[C:38](=[O:48])[C:39]3[C:40](=[CH:44][CH:45]=[CH:46][CH:47]=3)[C:41]2=[O:43])[CH:5]=[C:4]([C:9]2[CH:14]=[CH:13][N:12]=[CH:11][C:10]=2[N+:15]([O-:17])=[O:16])[CH2:3]1. Reactant: [CH3:1][C:2]1([CH3:18])[CH2:7][CH:6](O)[CH:5]=[C:4]([C:9]2[CH:14]=[CH:13][N:12]=[CH:11][C:10]=2[N+:15]([O-:17])=[O:16])[CH2:3]1.C1(P(C2C=CC=CC=2)C2C=CC=CC=2)C=CC=CC=1.[C:38]1(=[O:48])[NH:42][C:41](=[O:43])[C:40]2=[CH:44][CH:45]=[CH:46][CH:47]=[C:39]12.N(C(OC(C)(C)C)=O)=NC(OC(C)(C)C)=O. The catalyst class is: 1. (2) Reactant: [CH2:1]([O:8][C:9]1[CH:54]=[CH:53][C:12]([C:13]([O:15][C:16]2[CH:21]=[CH:20][C:19]([CH2:22][N:23]([CH2:45][C:46]([O:48]C(C)(C)C)=[O:47])[C:24](=[O:44])[C:25]3[CH:30]=[CH:29][C:28]([NH:31][C:32](=[O:43])[CH2:33][C:34]4[CH:39]=[CH:38][C:37]([CH3:40])=[C:36]([O:41][CH3:42])[CH:35]=4)=[CH:27][CH:26]=3)=[CH:18][CH:17]=2)=[O:14])=[CH:11][CH:10]=1)[CH2:2][CH2:3][CH2:4][CH2:5][CH2:6][CH3:7].C(O)(C(F)(F)F)=O. Product: [CH2:1]([O:8][C:9]1[CH:10]=[CH:11][C:12]([C:13]([O:15][C:16]2[CH:21]=[CH:20][C:19]([CH2:22][N:23]([CH2:45][C:46]([OH:48])=[O:47])[C:24](=[O:44])[C:25]3[CH:30]=[CH:29][C:28]([NH:31][C:32](=[O:43])[CH2:33][C:34]4[CH:39]=[CH:38][C:37]([CH3:40])=[C:36]([O:41][CH3:42])[CH:35]=4)=[CH:27][CH:26]=3)=[CH:18][CH:17]=2)=[O:14])=[CH:53][CH:54]=1)[CH2:2][CH2:3][CH2:4][CH2:5][CH2:6][CH3:7]. The catalyst class is: 2. (3) Reactant: Cl.[NH2:2][CH2:3][C:4]1[CH:12]=[CH:11][CH:10]=[C:9]2[C:5]=1[C:6](=[O:22])[N:7]([CH:14]1[CH2:19][CH2:18][C:17](=[O:20])[NH:16][C:15]1=[O:21])[C:8]2=[O:13].C(N(C(C)C)CC)(C)C.[F:32][C:33]([F:44])([F:43])[C:34]1[CH:35]=[C:36]([CH:40]=[CH:41][CH:42]=1)[C:37](Cl)=[O:38]. Product: [O:21]=[C:15]1[CH:14]([N:7]2[C:6](=[O:22])[C:5]3[C:9](=[CH:10][CH:11]=[CH:12][C:4]=3[CH2:3][NH:2][C:37](=[O:38])[C:36]3[CH:40]=[CH:41][CH:42]=[C:34]([C:33]([F:32])([F:43])[F:44])[CH:35]=3)[C:8]2=[O:13])[CH2:19][CH2:18][C:17](=[O:20])[NH:16]1. The catalyst class is: 2.